Dataset: Catalyst prediction with 721,799 reactions and 888 catalyst types from USPTO. Task: Predict which catalyst facilitates the given reaction. (1) Reactant: O[C:2]1[C:11]2[C:6](=[N:7][CH:8]=[CH:9][CH:10]=2)[N:5]([C:12]2[CH:17]=[CH:16][CH:15]=[C:14]([O:18][C:19]([F:22])([F:21])[F:20])[CH:13]=2)[C:4](=[O:23])[C:3]=1[C:24](=O)[CH2:25][C:26]1[CH:31]=[CH:30][CH:29]=[CH:28][C:27]=1OC(F)(F)F.[OH2:38].[NH2:39][NH2:40].C(=O)([O-])O.[Na+]. Product: [F:20][C:19]([F:22])([F:21])[O:38][C:31]1[CH:30]=[CH:29][CH:28]=[CH:27][C:26]=1[CH2:25][C:24]1[C:3]2[C:4](=[O:23])[N:5]([C:12]3[CH:17]=[CH:16][CH:15]=[C:14]([O:18][C:19]([F:22])([F:21])[F:20])[CH:13]=3)[C:6]3[N:7]=[CH:8][CH:9]=[CH:10][C:11]=3[C:2]=2[NH:40][N:39]=1. The catalyst class is: 3. (2) Reactant: [Br:1][C:2]1[CH:18]=[CH:17][C:5]([C:6]([NH:8][C:9]([CH:14]2[CH2:16][CH2:15]2)([CH3:13])[C:10](O)=[O:11])=[O:7])=[CH:4][CH:3]=1.C(Cl)(=O)C(Cl)=O.[OH-].[NH4+:26]. Product: [NH2:26][C:10](=[O:11])[C:9]([NH:8][C:6](=[O:7])[C:5]1[CH:17]=[CH:18][C:2]([Br:1])=[CH:3][CH:4]=1)([CH:14]1[CH2:16][CH2:15]1)[CH3:13]. The catalyst class is: 120. (3) Reactant: [Cl:1][C:2]1[CH:3]=[C:4]2[C:9](=[C:10]([Cl:12])[CH:11]=1)[CH2:8][N:7]([CH3:13])[CH2:6][CH:5]2[C:14]1[CH:19]=[CH:18][C:17]([NH:20][S:21]([NH:24][CH2:25][CH2:26][P:27](=[O:34])([O:31]CC)[O:28]CC)(=[O:23])=[O:22])=[CH:16][CH:15]=1.Br[Si](C)(C)C.[OH-].[Na+]. Product: [Cl:1][C:2]1[CH:3]=[C:4]2[C:9](=[C:10]([Cl:12])[CH:11]=1)[CH2:8][N:7]([CH3:13])[CH2:6][CH:5]2[C:14]1[CH:19]=[CH:18][C:17]([NH:20][S:21]([NH:24][CH2:25][CH2:26][P:27](=[O:28])([OH:31])[OH:34])(=[O:23])=[O:22])=[CH:16][CH:15]=1. The catalyst class is: 98. (4) Reactant: [F:1][C:2]1[CH:3]=[C:4]([O:21][CH3:22])[C:5]2[NH:9][C:8](=[O:10])[N:7]([C:11]3[CH:16]=[CH:15][C:14]([I:17])=[CH:13][C:12]=3[F:18])[C:6]=2[C:19]=1[F:20].[N+:23]([O-])([OH:25])=[O:24].C(OCC)(=O)C. Product: [F:1][C:2]1[C:3]([N+:23]([O-:25])=[O:24])=[C:4]([O:21][CH3:22])[C:5]2[NH:9][C:8](=[O:10])[N:7]([C:11]3[CH:16]=[CH:15][C:14]([I:17])=[CH:13][C:12]=3[F:18])[C:6]=2[C:19]=1[F:20]. The catalyst class is: 81. (5) Reactant: [Si]([O:8][C:9]1[CH:10]=[C:11]([CH:35]=[CH:36][CH:37]=1)[CH2:12][N:13]1[C:17]([CH3:19])([CH3:18])[C:16](=[O:20])[N:15]([C:21]2[CH:22]=[N:23][N:24]([CH2:26][C:27]3[C:28]([CH3:33])=[N:29][O:30][C:31]=3[CH3:32])[CH:25]=2)[C:14]1=[O:34])(C(C)(C)C)(C)C.Cl. Product: [CH3:33][C:28]1[C:27]([CH2:26][N:24]2[CH:25]=[C:21]([N:15]3[C:16](=[O:20])[C:17]([CH3:19])([CH3:18])[N:13]([CH2:12][C:11]4[CH:35]=[CH:36][CH:37]=[C:9]([OH:8])[CH:10]=4)[C:14]3=[O:34])[CH:22]=[N:23]2)=[C:31]([CH3:32])[O:30][N:29]=1. The catalyst class is: 5. (6) Product: [CH2:1]([N:5]1[C:10]2=[N:11][N:12]([CH2:23][C:24]3[C:33]4[C:28](=[CH:29][CH:30]=[CH:31][CH:32]=4)[CH:27]=[CH:26][CH:25]=3)[C:13]([C:14]3[CH:15]=[C:16]([CH:20]=[CH:21][CH:22]=3)[C:17]([NH2:37])=[O:19])=[C:9]2[C:8](=[O:34])[N:7]([CH3:35])[C:6]1=[O:36])[CH:2]([CH3:4])[CH3:3]. Reactant: [CH2:1]([N:5]1[C:10]2=[N:11][N:12]([CH2:23][C:24]3[C:33]4[C:28](=[CH:29][CH:30]=[CH:31][CH:32]=4)[CH:27]=[CH:26][CH:25]=3)[C:13]([C:14]3[CH:15]=[C:16]([CH:20]=[CH:21][CH:22]=3)[C:17]([OH:19])=O)=[C:9]2[C:8](=[O:34])[N:7]([CH3:35])[C:6]1=[O:36])[CH:2]([CH3:4])[CH3:3].[NH3:37]. The catalyst class is: 6. (7) Reactant: [H-].[Na+].[CH3:3][C:4]1[CH:5]=[C:6]([OH:19])[CH:7]=[CH:8][C:9]=1[CH2:10][CH2:11][CH2:12][CH2:13][N:14]1[CH:18]=[CH:17][N:16]=[N:15]1.Cl[CH2:21][C:22]1[C:23]([CH3:39])=[N:24][C:25]([C:28]2[CH:33]=[CH:32][C:31]([O:34][C:35]([F:38])([F:37])[F:36])=[CH:30][CH:29]=2)=[CH:26][CH:27]=1.O. Product: [CH3:39][C:23]1[C:22]([CH2:21][O:19][C:6]2[CH:7]=[CH:8][C:9]([CH2:10][CH2:11][CH2:12][CH2:13][N:14]3[CH:18]=[CH:17][N:16]=[N:15]3)=[C:4]([CH3:3])[CH:5]=2)=[CH:27][CH:26]=[C:25]([C:28]2[CH:29]=[CH:30][C:31]([O:34][C:35]([F:37])([F:38])[F:36])=[CH:32][CH:33]=2)[N:24]=1. The catalyst class is: 9. (8) Reactant: [Cl:1][C:2]1[C:10]([Cl:11])=[C:9]2[C:5]([CH2:6][C:7]([CH:14]3[CH2:18][CH2:17][CH2:16][CH2:15]3)([CH3:13])[C:8]2=[O:12])=[CH:4][C:3]=1[O:19][CH2:20][CH2:21][CH2:22][O:23][C:24]1[CH:31]=[CH:30][C:27]([C:28]#[N:29])=[CH:26][CH:25]=1.C[Si]([N:36]=[N+:37]=[N-:38])(C)C.C([Sn](=O)CCCC)CCC. Product: [Cl:1][C:2]1[C:10]([Cl:11])=[C:9]2[C:5]([CH2:6][C:7]([CH:14]3[CH2:18][CH2:17][CH2:16][CH2:15]3)([CH3:13])[C:8]2=[O:12])=[CH:4][C:3]=1[O:19][CH2:20][CH2:21][CH2:22][O:23][C:24]1[CH:25]=[CH:26][C:27]([C:28]2[N:36]=[N:37][NH:38][N:29]=2)=[CH:30][CH:31]=1. The catalyst class is: 11. (9) The catalyst class is: 4. Product: [Cl:1][C:2]1[C:3]([CH3:12])=[C:4]([S:8]([NH:19][C:20]2[CH:21]=[CH:22][C:23]3[O:27][N:26]=[C:25]([CH3:28])[C:24]=3[CH:29]=2)(=[O:10])=[O:9])[CH:5]=[CH:6][CH:7]=1. Reactant: [Cl:1][C:2]1[C:3]([CH3:12])=[C:4]([S:8](Cl)(=[O:10])=[O:9])[CH:5]=[CH:6][CH:7]=1.N1C=CC=CC=1.[NH2:19][C:20]1[CH:21]=[CH:22][C:23]2[O:27][N:26]=[C:25]([CH3:28])[C:24]=2[CH:29]=1.C([O-])(O)=O.[Na+].